Dataset: Reaction yield outcomes from USPTO patents with 853,638 reactions. Task: Predict the reaction yield, written as a fraction of the theoretical maximum amount of product (1.0 means a 100% yield; for example, 0.34 means a 34% yield). (1) The reactants are BrC1C=C(NC2C=CC(N3CCN([CH:23]4[CH2:26][O:25][CH2:24]4)CC3)=CN=2)C(=O)N(C)C=1.[Br:27][C:28]1[CH:29]=[C:30]([NH:36][C:37]2[N:42]=[CH:41][C:40]([N:43]3[C@@H:48]([CH3:49])[CH2:47][N:46](C(OC(C)(C)C)=O)[C@H:45]([CH3:57])[CH2:44]3)=[CH:39][CH:38]=2)[C:31](=[O:35])[N:32]([CH3:34])[CH:33]=1. No catalyst specified. The product is [Br:27][C:28]1[CH:29]=[C:30]([NH:36][C:37]2[CH:38]=[CH:39][C:40]([N:43]3[CH2:44][C@@H:45]([CH3:57])[N:46]([CH:23]4[CH2:26][O:25][CH2:24]4)[CH2:47][C@@H:48]3[CH3:49])=[CH:41][N:42]=2)[C:31](=[O:35])[N:32]([CH3:34])[CH:33]=1. The yield is 0.910. (2) The reactants are [NH2:1][C@:2]12[CH2:45][CH2:44][C@@H:43]([C:46]([CH3:48])=[CH2:47])[C@@H:3]1[C@@H:4]1[C@@:17]([CH3:20])([CH2:18][CH2:19]2)[C@@:16]2([CH3:21])[C@@H:7]([C@:8]3([CH3:42])[C@@H:13]([CH2:14][CH2:15]2)[C:12]([CH3:23])([CH3:22])[C:11]([C:24]2[CH2:29][CH2:28][C@@:27]([CH2:40][F:41])([C:30]([O:32][CH2:33][C:34]4[CH:39]=[CH:38][CH:37]=[CH:36][CH:35]=4)=[O:31])[CH2:26][CH:25]=2)=[CH:10][CH2:9]3)[CH2:6][CH2:5]1.Br[CH2:50][CH2:51][N:52]1[CH2:56][CH2:55][N:54]([CH3:57])[C:53]1=[O:58].[O-]P([O-])([O-])=O.[K+].[K+].[K+].[I-].[K+]. The catalyst is O.C(#N)C. The product is [F:41][CH2:40][C@@:27]1([C:30]([O:32][CH2:33][C:34]2[CH:35]=[CH:36][CH:37]=[CH:38][CH:39]=2)=[O:31])[CH2:28][CH2:29][C:24]([C:11]2[C:12]([CH3:22])([CH3:23])[C@H:13]3[C@:8]([CH3:42])([CH2:9][CH:10]=2)[C@@H:7]2[C@:16]([CH3:21])([C@@:17]4([CH3:20])[C@H:4]([CH2:5][CH2:6]2)[C@H:3]2[C@H:43]([C:46]([CH3:48])=[CH2:47])[CH2:44][CH2:45][C@:2]2([NH:1][CH2:50][CH2:51][N:52]2[CH2:56][CH2:55][N:54]([CH3:57])[C:53]2=[O:58])[CH2:19][CH2:18]4)[CH2:15][CH2:14]3)=[CH:25][CH2:26]1. The yield is 0.660. (3) The reactants are [NH:1]1[CH2:8][CH2:7][CH2:6][C@@H:2]1[C:3]([OH:5])=[O:4].[C:9](Cl)(=[O:13])[C:10]([CH3:12])=[CH2:11]. The catalyst is [OH-].[Na+].CC(C)=O. The product is [C:9]([N:1]1[CH2:8][CH2:7][CH2:6][C@@H:2]1[C:3]([OH:5])=[O:4])(=[O:13])[C:10]([CH3:12])=[CH2:11]. The yield is 0.680. (4) The reactants are Cl[C:2]1[N:11]=[CH:10][C:9]([F:12])=[CH:8][C:3]=1[C:4]([O:6][CH3:7])=[O:5].[CH3:13]B(O)O.C(=O)([O-])[O-].[K+].[K+]. The catalyst is O1CCOCC1. The product is [F:12][C:9]1[CH:10]=[N:11][C:2]([CH3:13])=[C:3]([CH:8]=1)[C:4]([O:6][CH3:7])=[O:5]. The yield is 0.640.